Predict which catalyst facilitates the given reaction. From a dataset of Catalyst prediction with 721,799 reactions and 888 catalyst types from USPTO. (1) Reactant: [Cl:1][C:2]1[N:3]=[N:4][C:5]([Cl:9])=[CH:6][C:7]=1[NH2:8].C[Si]([N-][Si](C)(C)C)(C)C.[Na+].C1COCC1.[F:25][C:26]1[CH:31]=[CH:30][C:29]([S:32](Cl)(=[O:34])=[O:33])=[CH:28][CH:27]=1. Product: [Cl:1][C:2]1[N:3]=[N:4][C:5]([Cl:9])=[CH:6][C:7]=1[NH:8][S:32]([C:29]1[CH:30]=[CH:31][C:26]([F:25])=[CH:27][CH:28]=1)(=[O:34])=[O:33]. The catalyst class is: 625. (2) Reactant: O=[C:2]([CH3:20])[CH:3]=[CH:4][C:5]1[CH:18]=[CH:17][C:8]([NH:9]C(=O)OC(C)(C)C)=[C:7]([CH3:19])[CH:6]=1.Cl.[Cl:22][C:23]1[CH:28]=[CH:27][C:26]([NH:29][NH2:30])=[CH:25][CH:24]=1.O.C1(C)C=CC(S(O)(=O)=O)=CC=1.C(=O)([O-])O.[Na+]. Product: [Cl:22][C:23]1[CH:28]=[CH:27][C:26]([N:29]2[CH:4]([C:5]3[CH:18]=[CH:17][C:8]([NH2:9])=[C:7]([CH3:19])[CH:6]=3)[CH2:3][C:2]([CH3:20])=[N:30]2)=[CH:25][CH:24]=1. The catalyst class is: 11. (3) Reactant: [CH3:1][C:2]1([CH3:18])[C:6]([CH3:8])([CH3:7])[O:5][B:4]([C:9]2[CH:10]=[C:11]([C:14]([O:16][CH3:17])=[O:15])[NH:12][CH:13]=2)[O:3]1.Br[CH2:20][CH2:21][CH2:22][O:23][CH2:24][C:25]1[CH:30]=[CH:29][CH:28]=[CH:27][CH:26]=1.C(=O)([O-])[O-].[Cs+].[Cs+]. Product: [CH2:24]([O:23][CH2:22][CH2:21][CH2:20][N:12]1[CH:13]=[C:9]([B:4]2[O:3][C:2]([CH3:18])([CH3:1])[C:6]([CH3:7])([CH3:8])[O:5]2)[CH:10]=[C:11]1[C:14]([O:16][CH3:17])=[O:15])[C:25]1[CH:30]=[CH:29][CH:28]=[CH:27][CH:26]=1. The catalyst class is: 18.